Dataset: Forward reaction prediction with 1.9M reactions from USPTO patents (1976-2016). Task: Predict the product of the given reaction. (1) Given the reactants [NH2:1][CH:2]1[CH2:6][N:5]([C:7]2[CH:8]=[N:9][N:10]3[CH2:15][C@H:14]([CH3:16])[N:13]([C:17]([O:19][C:20]([CH3:23])([CH3:22])[CH3:21])=[O:18])[CH2:12][C:11]=23)[C:4](=[O:24])[CH2:3]1.F[C:26](F)(F)S(OC)(=O)=O, predict the reaction product. The product is: [CH3:16][C@H:14]1[CH2:15][N:10]2[N:9]=[CH:8][C:7]([N:5]3[CH2:6][CH:2]([NH:1][CH3:26])[CH2:3][C:4]3=[O:24])=[C:11]2[CH2:12][N:13]1[C:17]([O:19][C:20]([CH3:23])([CH3:22])[CH3:21])=[O:18]. (2) Given the reactants [OH:1][CH2:2][CH2:3][CH2:4][CH2:5][NH:6][S:7]([C:10]1[CH:15]=[CH:14][C:13](Br)=[CH:12][CH:11]=1)(=[O:9])=[O:8].[F:17][C:18]1[CH:23]=[C:22]([F:24])[CH:21]=[CH:20][C:19]=1B(O)O, predict the reaction product. The product is: [OH:1][CH2:2][CH2:3][CH2:4][CH2:5][NH:6][S:7]([C:10]1[CH:15]=[CH:14][C:13]([C:21]2[CH:20]=[CH:19][C:18]([F:17])=[CH:23][C:22]=2[F:24])=[CH:12][CH:11]=1)(=[O:9])=[O:8]. (3) The product is: [C:8]([O:11][CH2:12][CH2:13][CH2:14][CH2:15][CH2:16][CH2:17][CH2:18][CH2:19][CH2:20][CH2:21][CH2:22][CH2:23][C:24]1[C:29]([CH3:31])([CH3:30])[CH2:28][CH2:27][C:26](=[O:6])[C:25]=1[CH3:32])(=[O:10])[CH3:9]. Given the reactants O.C([O:6]O)(C)(C)C.[C:8]([O:11][CH2:12][CH2:13][CH2:14][CH2:15][CH2:16][CH2:17][CH2:18][CH2:19][CH2:20][CH2:21][CH2:22][CH2:23][C:24]1[C:29]([CH3:31])([CH3:30])[CH2:28][CH2:27][CH2:26][C:25]=1[CH3:32])(=[O:10])[CH3:9], predict the reaction product. (4) Given the reactants [C:1]([C:3]1[N:8]=[C:7]([CH2:9][CH2:10][C:11]([O:13][C:14]([CH3:17])([CH3:16])[CH3:15])=[O:12])[CH:6]=[CH:5][CH:4]=1)#[N:2].[Cl:18][C:19]1[CH:20]=[C:21]([SH:28])[C:22](=[CH:26][CH:27]=1)[C:23](O)=[O:24], predict the reaction product. The product is: [Cl:18][C:19]1[CH:27]=[CH:26][C:22]2[C:23](=[O:24])[N:2]=[C:1]([C:3]3[N:8]=[C:7]([CH2:9][CH2:10][C:11]([O:13][C:14]([CH3:17])([CH3:16])[CH3:15])=[O:12])[CH:6]=[CH:5][CH:4]=3)[S:28][C:21]=2[CH:20]=1. (5) Given the reactants [OH:1][C:2]1[C:3]([CH:12]2[C:20]3[C:15](=[CH:16][CH:17]=[CH:18][CH:19]=3)[N:14]([CH2:21][C@H:22]3[CH2:26][CH2:25][CH2:24][O:23]3)[C:13]2=[O:27])=[CH:4][C:5]2[CH2:10][O:9][CH2:8][O:7][C:6]=2[CH:11]=1.[C:28]1(C(C2C=CC=CC=2)N2C3C(=CC=CC=3)C(C3C=C(C)C(OC)=CC=3O)C2=O)C=CC=CC=1, predict the reaction product. The product is: [O:23]1[CH2:24][CH2:25][CH2:26][C@@H:22]1[CH2:21][N:14]1[C:15]2[C:20](=[CH:19][CH:18]=[CH:17][CH:16]=2)[C:12]2([C:3]3=[CH:4][C:5]4[CH2:10][O:9][CH2:8][O:7][C:6]=4[CH:11]=[C:2]3[O:1][CH2:28]2)[C:13]1=[O:27]. (6) Given the reactants Br.Br[C:3]1[N:8]2[N:9]=[C:10]([C:12]([F:15])([F:14])[F:13])[N:11]=[C:7]2[CH:6]=[N:5][CH:4]=1.O.[NH2:17][NH2:18], predict the reaction product. The product is: [NH:17]([C:6]1[C:7]2[N:8]([N:9]=[C:10]([C:12]([F:15])([F:14])[F:13])[N:11]=2)[CH:3]=[CH:4][N:5]=1)[NH2:18]. (7) Given the reactants [F:1][C:2]1([F:12])[CH2:5][CH:4]([C:6](N(OC)C)=[O:7])[CH2:3]1.[CH3:13][Mg]Br, predict the reaction product. The product is: [F:1][C:2]1([F:12])[CH2:5][CH:4]([C:6](=[O:7])[CH3:13])[CH2:3]1. (8) Given the reactants I[C:2]1[C:10]2[C:5](=[N:6][CH:7]=[C:8]([C:11]3[CH:12]=[C:13]([NH:17][CH:18]4[CH2:23][CH2:22][N:21]([C:24]([O:26][C:27]([CH3:30])([CH3:29])[CH3:28])=[O:25])[CH2:20][CH2:19]4)[CH:14]=[CH:15][CH:16]=3)[CH:9]=2)[N:4]([S:31]([C:34]2[CH:40]=[CH:39][C:37]([CH3:38])=[CH:36][CH:35]=2)(=[O:33])=[O:32])[CH:3]=1.[F:41][C:42]1[CH:43]=[C:44]([CH:62]=[CH:63][CH:64]=1)[CH2:45][N:46]1[C:50]([CH3:51])=[C:49](B2OC(C)(C)C(C)(C)O2)[C:48]([CH3:61])=[N:47]1.C(=O)([O-])[O-].[Na+].[Na+], predict the reaction product. The product is: [F:41][C:42]1[CH:43]=[C:44]([CH:62]=[CH:63][CH:64]=1)[CH2:45][N:46]1[C:50]([CH3:51])=[C:49]([C:2]2[C:10]3[C:5](=[N:6][CH:7]=[C:8]([C:11]4[CH:12]=[C:13]([NH:17][CH:18]5[CH2:23][CH2:22][N:21]([C:24]([O:26][C:27]([CH3:29])([CH3:30])[CH3:28])=[O:25])[CH2:20][CH2:19]5)[CH:14]=[CH:15][CH:16]=4)[CH:9]=3)[N:4]([S:31]([C:34]3[CH:35]=[CH:36][C:37]([CH3:38])=[CH:39][CH:40]=3)(=[O:32])=[O:33])[CH:3]=2)[C:48]([CH3:61])=[N:47]1.